This data is from Forward reaction prediction with 1.9M reactions from USPTO patents (1976-2016). The task is: Predict the product of the given reaction. Given the reactants Cl[C:2]1[N:7]=[CH:6][N:5]=[C:4]([NH:8][C:9]2[CH:14]=[CH:13][C:12]([O:15][C:16]3[N:20]([CH3:21])[C:19]4[CH:22]=[CH:23][CH:24]=[CH:25][C:18]=4[N:17]=3)=[CH:11][CH:10]=2)[C:3]=1[N+:26]([O-])=O, predict the reaction product. The product is: [CH3:21][N:20]1[C:19]2[CH:22]=[CH:23][CH:24]=[CH:25][C:18]=2[N:17]=[C:16]1[O:15][C:12]1[CH:13]=[CH:14][C:9]([NH:8][C:4]2[C:3]([NH2:26])=[CH:2][N:7]=[CH:6][N:5]=2)=[CH:10][CH:11]=1.